From a dataset of Catalyst prediction with 721,799 reactions and 888 catalyst types from USPTO. Predict which catalyst facilitates the given reaction. (1) Reactant: FC(F)(F)C(O)=O.[O:8]=[S:9]1(=[O:59])[CH2:14][CH2:13][N:12]([CH2:15][C:16]([NH:18][C@:19]23[CH2:54][CH2:53][C@@H:52]([C:55]4([CH3:58])[CH2:57][CH2:56]4)[C@@H:20]2[C@@H:21]2[C@@:34]([CH3:37])([CH2:35][CH2:36]3)[C@@:33]3([CH3:38])[C@@H:24]([C@:25]4([CH3:51])[C@@H:30]([CH2:31][CH2:32]3)[C:29]([CH3:40])([CH3:39])[C:28]([C:41]3[CH:50]=[CH:49][C:44]([C:45]([O:47]C)=[O:46])=[CH:43][CH:42]=3)=[CH:27][CH2:26]4)[CH2:23][CH2:22]2)=[O:17])[CH2:11][CH2:10]1.[OH-].[Li+].C1COCC1. Product: [O:59]=[S:9]1(=[O:8])[CH2:14][CH2:13][N:12]([CH2:15][C:16]([NH:18][C@:19]23[CH2:54][CH2:53][C@@H:52]([C:55]4([CH3:58])[CH2:57][CH2:56]4)[C@@H:20]2[C@@H:21]2[C@@:34]([CH3:37])([CH2:35][CH2:36]3)[C@@:33]3([CH3:38])[C@@H:24]([C@:25]4([CH3:51])[C@@H:30]([CH2:31][CH2:32]3)[C:29]([CH3:40])([CH3:39])[C:28]([C:41]3[CH:42]=[CH:43][C:44]([C:45]([OH:47])=[O:46])=[CH:49][CH:50]=3)=[CH:27][CH2:26]4)[CH2:23][CH2:22]2)=[O:17])[CH2:11][CH2:10]1. The catalyst class is: 5. (2) Reactant: [S:1]=[C:2]=[N:3][CH2:4][C:5]([O:7]C)=[O:6].[S:9]1[CH:13]=[CH:12][CH:11]=[C:10]1[C:14]([NH:16][NH2:17])=O. Product: [S:9]1[CH:13]=[CH:12][CH:11]=[C:10]1[C:14]1[N:3]([CH2:4][C:5]([OH:7])=[O:6])[C:2](=[S:1])[NH:17][N:16]=1. The catalyst class is: 32. (3) Reactant: O[CH2:2][CH2:3][C:4]1[CH:11]=[CH:10][C:7]([C:8]#[N:9])=[CH:6][CH:5]=1.[C:12]1(=[O:22])[NH:16][C:15](=[O:17])[C:14]2=[CH:18][CH:19]=[CH:20][CH:21]=[C:13]12.C1(P(C2C=CC=CC=2)C2C=CC=CC=2)C=CC=CC=1.N(C(OCC)=O)=NC(OCC)=O. Product: [O:17]=[C:15]1[C:14]2[C:13](=[CH:21][CH:20]=[CH:19][CH:18]=2)[C:12](=[O:22])[N:16]1[CH2:2][CH2:3][C:4]1[CH:11]=[CH:10][C:7]([C:8]#[N:9])=[CH:6][CH:5]=1. The catalyst class is: 9. (4) Reactant: [CH3:1][S:2]([OH:5])(=[O:4])=[O:3].[C:6]([CH2:8][NH:9][C:10](=[O:20])[CH2:11][NH:12]C(=O)OC(C)(C)C)#[N:7]. Product: [CH3:1][S:2]([OH:5])(=[O:4])=[O:3].[NH2:12][CH2:11][C:10]([NH:9][CH2:8][C:6]#[N:7])=[O:20]. The catalyst class is: 410.